Dataset: NCI-60 drug combinations with 297,098 pairs across 59 cell lines. Task: Regression. Given two drug SMILES strings and cell line genomic features, predict the synergy score measuring deviation from expected non-interaction effect. (1) Drug 1: C1CC(=O)NC(=O)C1N2CC3=C(C2=O)C=CC=C3N. Drug 2: C1=CC=C(C(=C1)C(C2=CC=C(C=C2)Cl)C(Cl)Cl)Cl. Cell line: RPMI-8226. Synergy scores: CSS=3.91, Synergy_ZIP=3.86, Synergy_Bliss=7.30, Synergy_Loewe=6.52, Synergy_HSA=6.96. (2) Cell line: SR. Synergy scores: CSS=33.2, Synergy_ZIP=-0.780, Synergy_Bliss=-7.90, Synergy_Loewe=-10.4, Synergy_HSA=-10.7. Drug 1: C1CCC(C1)C(CC#N)N2C=C(C=N2)C3=C4C=CNC4=NC=N3. Drug 2: CC1=CC2C(CCC3(C2CCC3(C(=O)C)OC(=O)C)C)C4(C1=CC(=O)CC4)C. (3) Drug 1: CC1OCC2C(O1)C(C(C(O2)OC3C4COC(=O)C4C(C5=CC6=C(C=C35)OCO6)C7=CC(=C(C(=C7)OC)O)OC)O)O. Drug 2: C(CC(=O)O)C(=O)CN.Cl. Cell line: UO-31. Synergy scores: CSS=29.9, Synergy_ZIP=-0.0810, Synergy_Bliss=8.39, Synergy_Loewe=-5.58, Synergy_HSA=8.93. (4) Drug 1: C1CC2CC3=C(CC1C24CN(S(=O)(=O)N4)CC(F)(F)F)C=CC(=C3)C=CCN5CCC(CC5)C(F)(F)F. Drug 2: COCCOC1=C(C=C2C(=C1)C(=NC=N2)NC3=CC=CC(=C3)C#C)OCCOC. Cell line: OVCAR3. Synergy scores: CSS=56.1, Synergy_ZIP=4.32, Synergy_Bliss=6.09, Synergy_Loewe=9.58, Synergy_HSA=15.9. (5) Drug 1: C1=CC(=CC=C1C#N)C(C2=CC=C(C=C2)C#N)N3C=NC=N3. Drug 2: C1C(C(OC1N2C=NC3=C2NC=NCC3O)CO)O. Cell line: MCF7. Synergy scores: CSS=1.98, Synergy_ZIP=-0.739, Synergy_Bliss=-0.960, Synergy_Loewe=-0.496, Synergy_HSA=-1.29. (6) Drug 1: C1=C(C(=O)NC(=O)N1)N(CCCl)CCCl. Drug 2: COCCOC1=C(C=C2C(=C1)C(=NC=N2)NC3=CC=CC(=C3)C#C)OCCOC.Cl. Cell line: SF-295. Synergy scores: CSS=39.8, Synergy_ZIP=2.77, Synergy_Bliss=2.06, Synergy_Loewe=2.08, Synergy_HSA=2.51. (7) Drug 1: C1=CC(=CC=C1CCC2=CNC3=C2C(=O)NC(=N3)N)C(=O)NC(CCC(=O)O)C(=O)O. Drug 2: CC=C1C(=O)NC(C(=O)OC2CC(=O)NC(C(=O)NC(CSSCCC=C2)C(=O)N1)C(C)C)C(C)C. Cell line: UACC62. Synergy scores: CSS=70.6, Synergy_ZIP=-4.94, Synergy_Bliss=-5.81, Synergy_Loewe=-3.81, Synergy_HSA=-2.67.